This data is from Full USPTO retrosynthesis dataset with 1.9M reactions from patents (1976-2016). The task is: Predict the reactants needed to synthesize the given product. (1) Given the product [CH2:1]([O:3][C:4]1[CH:5]=[C:6]([CH:7]=[CH:8][CH:9]=1)[O:10][CH2:18][C:19]([O:21][CH2:22][CH3:23])=[O:20])[CH3:2], predict the reactants needed to synthesize it. The reactants are: [CH2:1]([O:3][C:4]1[CH:5]=[C:6]([OH:10])[CH:7]=[CH:8][CH:9]=1)[CH3:2].C([O-])([O-])=O.[K+].[K+].Br[CH2:18][C:19]([O:21][CH2:22][CH3:23])=[O:20]. (2) Given the product [CH3:25][O:24][C:19]1[CH:20]=[CH:21][CH:22]=[CH:23][C:18]=1[NH:17][C:15]1[N:16]=[C:11]2[CH:10]=[CH:9][C:8]([C:4]3[CH:3]=[C:2]([NH:1][S:36]([CH3:35])(=[O:38])=[O:37])[CH:7]=[CH:6][CH:5]=3)=[CH:13][N:12]2[N:14]=1, predict the reactants needed to synthesize it. The reactants are: [NH2:1][C:2]1[CH:3]=[C:4]([C:8]2[CH:9]=[CH:10][C:11]3[N:12]([N:14]=[C:15]([NH:17][C:18]4[CH:23]=[CH:22][CH:21]=[CH:20][C:19]=4[O:24][CH3:25])[N:16]=3)[CH:13]=2)[CH:5]=[CH:6][CH:7]=1.CCN(C(C)C)C(C)C.[CH3:35][S:36](Cl)(=[O:38])=[O:37].O. (3) The reactants are: [CH2:1]([O:8][C:9]1[CH:17]=[C:16]([O:18][CH2:19][C:20]2[CH:25]=[CH:24][CH:23]=[CH:22][CH:21]=2)[CH:15]=[CH:14][C:10]=1[C:11](O)=[O:12])[C:2]1[CH:7]=[CH:6][CH:5]=[CH:4][CH:3]=1.S(Cl)([Cl:28])=O. Given the product [CH2:1]([O:8][C:9]1[CH:17]=[C:16]([O:18][CH2:19][C:20]2[CH:25]=[CH:24][CH:23]=[CH:22][CH:21]=2)[CH:15]=[CH:14][C:10]=1[C:11]([Cl:28])=[O:12])[C:2]1[CH:7]=[CH:6][CH:5]=[CH:4][CH:3]=1, predict the reactants needed to synthesize it. (4) Given the product [F:22][C:19]1[CH:18]=[CH:17][C:16]([CH2:15][O:14][C:11]2[CH:12]=[CH:13][N:8]([C:5]3[CH:6]=[CH:7][C:2]4[N:1]=[C:31]([C:30]5[O:26][CH:27]=[N:28][CH:29]=5)[N:24]([CH3:25])[C:3]=4[CH:4]=3)[C:9](=[O:23])[CH:10]=2)=[CH:21][CH:20]=1, predict the reactants needed to synthesize it. The reactants are: [NH2:1][C:2]1[CH:7]=[CH:6][C:5]([N:8]2[CH:13]=[CH:12][C:11]([O:14][CH2:15][C:16]3[CH:21]=[CH:20][C:19]([F:22])=[CH:18][CH:17]=3)=[CH:10][C:9]2=[O:23])=[CH:4][C:3]=1[NH:24][CH3:25].[O:26]1[C:30]([C:31](O)=O)=[CH:29][N:28]=[CH:27]1.CN(C(ON1N=NC2C=CC=NC1=2)=[N+](C)C)C.F[P-](F)(F)(F)(F)F.C(N(CC)C(C)C)(C)C.C([O-])(O)=O.[Na+]. (5) Given the product [CH3:15][O:16][C:17]1[CH:23]=[CH:22][C:20]([NH:21][CH:11]2[CH2:12][CH2:13][N:8]([C:1]([O:3][C:4]([CH3:7])([CH3:6])[CH3:5])=[O:2])[CH2:9][CH2:10]2)=[CH:19][CH:18]=1, predict the reactants needed to synthesize it. The reactants are: [C:1]([N:8]1[CH2:13][CH2:12][CH2:11][CH2:10][C:9]1=O)([O:3][C:4]([CH3:7])([CH3:6])[CH3:5])=[O:2].[CH3:15][O:16][C:17]1[CH:23]=[CH:22][C:20]([NH2:21])=[CH:19][CH:18]=1.S([O-])([O-])(=O)=O.[Na+].[Na+].C(O[BH-](OC(=O)C)OC(=O)C)(=O)C.[Na+]. (6) Given the product [N:11]1([C:2]2[CH:3]=[CH:4][C:5]3[N:6]([CH:8]=[CH:9][N:10]=3)[N:7]=2)[CH2:16][CH2:15][NH:14][CH2:13][CH2:12]1, predict the reactants needed to synthesize it. The reactants are: Cl[C:2]1[CH:3]=[CH:4][C:5]2[N:6]([CH:8]=[CH:9][N:10]=2)[N:7]=1.[NH:11]1[CH2:16][CH2:15][NH:14][CH2:13][CH2:12]1. (7) Given the product [Cl:1][C:2]1[CH:3]=[C:4]([NH:8][C:9]([C:11]2[N:12]=[C:13]([CH3:17])[S:14][C:15]=2[NH:16][C:19]2[CH:24]=[CH:23][N:22]=[CH:21][CH:20]=2)=[O:10])[CH:5]=[CH:6][CH:7]=1, predict the reactants needed to synthesize it. The reactants are: [Cl:1][C:2]1[CH:3]=[C:4]([NH:8][C:9]([C:11]2[N:12]=[C:13]([CH3:17])[S:14][C:15]=2[NH2:16])=[O:10])[CH:5]=[CH:6][CH:7]=1.Br[C:19]1[CH:24]=[CH:23][N:22]=[CH:21][CH:20]=1. (8) The reactants are: [C:1]([O:5][C:6]([N:8]1[C:16]2[C:11](=[CH:12][CH:13]=[CH:14][C:15]=2[N:17]2[CH2:22][CH2:21][N:20]([C:23]([O:25][C:26]([CH3:29])([CH3:28])[CH3:27])=[O:24])[CH2:19][CH2:18]2)[CH:10]=[CH:9]1)=[O:7])([CH3:4])([CH3:3])[CH3:2].[Li]C(C)(C)C.[C:35]1([S:41][S:41][C:35]2[CH:40]=[CH:39][CH:38]=[CH:37][CH:36]=2)[CH:40]=[CH:39][CH:38]=[CH:37][CH:36]=1. Given the product [C:1]([O:5][C:6]([N:8]1[C:16]2[C:11](=[CH:12][CH:13]=[CH:14][C:15]=2[N:17]2[CH2:18][CH2:19][N:20]([C:23]([O:25][C:26]([CH3:29])([CH3:28])[CH3:27])=[O:24])[CH2:21][CH2:22]2)[CH:10]=[C:9]1[S:41][C:35]1[CH:40]=[CH:39][CH:38]=[CH:37][CH:36]=1)=[O:7])([CH3:4])([CH3:3])[CH3:2], predict the reactants needed to synthesize it. (9) Given the product [CH3:1][O:2][C:3]1[C:11]([C:12]([NH2:13])=[O:22])=[CH:10][CH:9]=[C:8]2[C:4]=1[C:5](/[CH:14]=[CH:15]/[C:16]1[CH:21]=[CH:20][CH:19]=[CH:18][CH:17]=1)=[N:6][NH:7]2, predict the reactants needed to synthesize it. The reactants are: [CH3:1][O:2][C:3]1[C:11]([C:12]#[N:13])=[CH:10][CH:9]=[C:8]2[C:4]=1[C:5](/[CH:14]=[CH:15]/[C:16]1[CH:21]=[CH:20][CH:19]=[CH:18][CH:17]=1)=[N:6][NH:7]2.[OH2:22].